From a dataset of Reaction yield outcomes from USPTO patents with 853,638 reactions. Predict the reaction yield, written as a fraction of the theoretical maximum amount of product (1.0 means a 100% yield; for example, 0.34 means a 34% yield). (1) The product is [C:17]([SiH2:14][O:27][C:5]([CH3:4])([CH3:6])[C@H:9]1[NH:10][C:12](=[O:13])[CH2:26][CH2:25]1)([CH3:20])([CH3:19])[CH3:18]. No catalyst specified. The reactants are OC[C@H]1N[C:6](=O)[CH2:5][CH2:4]1.[CH3:9][N:10]([CH:12]=[O:13])C.[Si:14](Cl)([C:17]([CH3:20])([CH3:19])[CH3:18])(C)C.N1[CH:26]=[CH:25]N=C1.[OH2:27]. The yield is 0.960. (2) The reactants are [CH2:1]([Mg]Br)[CH:2]=[CH2:3].[CH2:6](Cl)[C:7]#[CH:8].Cl[C:11]([O:13][CH3:14])=[O:12]. The catalyst is CCOCC. The product is [C:11]([O:13][CH3:14])(=[O:12])[C:3]#[C:2][CH2:1][CH2:8][CH:7]=[CH2:6]. The yield is 0.440.